From a dataset of Reaction yield outcomes from USPTO patents with 853,638 reactions. Predict the reaction yield, written as a fraction of the theoretical maximum amount of product (1.0 means a 100% yield; for example, 0.34 means a 34% yield). (1) The reactants are [Br:1][C:2]1[C:3]([N:16]([CH3:21])[S:17]([CH3:20])(=[O:19])=[O:18])=[CH:4][C:5]2[O:9][C:8](I)=[C:7]([C:11]([NH:13][CH3:14])=[O:12])[C:6]=2[CH:15]=1.[S:22]1[CH2:27][CH:26]=[C:25](B2OC(C)(C)C(C)(C)O2)[CH2:24][CH2:23]1.C([O-])([O-])=O.[Cs+].[Cs+].C1(C)C=CC=CC=1P(C1C=CC=CC=1C)C1C=CC=CC=1C. The catalyst is O1CCOCC1.C1C=CC(P(C2C=CC=CC=2)[C-]2C=CC=C2)=CC=1.C1C=CC(P(C2C=CC=CC=2)[C-]2C=CC=C2)=CC=1.Cl[Pd]Cl.[Fe+2]. The product is [Br:1][C:2]1[C:3]([N:16]([CH3:21])[S:17]([CH3:20])(=[O:19])=[O:18])=[CH:4][C:5]2[O:9][C:8]([C:25]3[CH2:26][CH2:27][S:22][CH2:23][CH:24]=3)=[C:7]([C:11]([NH:13][CH3:14])=[O:12])[C:6]=2[CH:15]=1. The yield is 0.330. (2) The yield is 0.750. The reactants are Br[C:2]1[CH:3]=[CH:4][C:5]2SC(NCCF)=N[C:6]=2[CH:14]=1.[CH3:15][N:16](C1C=CC(B2OC(C)(C)C(C)(C)O2)=CC=1)[C:17](=[O:23])[O:18]C(C)(C)C.C([O-])([O-])=O.[Na+].[Na+]. The catalyst is O1CCOCC1.CCOC(C)=O.C1C=CC([P]([Pd]([P](C2C=CC=CC=2)(C2C=CC=CC=2)C2C=CC=CC=2)([P](C2C=CC=CC=2)(C2C=CC=CC=2)C2C=CC=CC=2)[P](C2C=CC=CC=2)(C2C=CC=CC=2)C2C=CC=CC=2)(C2C=CC=CC=2)C2C=CC=CC=2)=CC=1. The product is [C:6]1([O:23][C:17](=[O:18])[NH:16][CH3:15])[CH:5]=[CH:4][CH:3]=[CH:2][CH:14]=1. (3) The reactants are [Si:1]([O:18][CH2:19][C@@H:20]1[CH2:22][C@H:21]1[CH2:23][OH:24])([C:14]([CH3:17])([CH3:16])[CH3:15])([C:8]1[CH:13]=[CH:12][CH:11]=[CH:10][CH:9]=1)[C:2]1[CH:7]=[CH:6][CH:5]=[CH:4][CH:3]=1.[CH3:25][S:26](Cl)(=[O:28])=[O:27].C1COCC1. The catalyst is O. The product is [CH3:25][S:26]([O:24][CH2:23][C@@H:21]1[CH2:22][C@H:20]1[CH2:19][O:18][Si:1]([C:14]([CH3:17])([CH3:16])[CH3:15])([C:8]1[CH:9]=[CH:10][CH:11]=[CH:12][CH:13]=1)[C:2]1[CH:3]=[CH:4][CH:5]=[CH:6][CH:7]=1)(=[O:28])=[O:27]. The yield is 1.00. (4) The reactants are C([O-])(O)=O.[Na+].[CH2:6]([NH:13][CH2:14][CH2:15][C:16]1[CH:21]=[CH:20][C:19]([CH2:22][OH:23])=[CH:18][CH:17]=1)[CH2:7][CH2:8][CH2:9][CH2:10][CH2:11][CH3:12].[C:24](O[C:24]([O:26][C:27]([CH3:30])([CH3:29])[CH3:28])=[O:25])([O:26][C:27]([CH3:30])([CH3:29])[CH3:28])=[O:25].[OH-].[Na+]. The catalyst is O1CCCC1. The product is [C:27]([O:26][C:24](=[O:25])[N:13]([CH2:6][CH2:7][CH2:8][CH2:9][CH2:10][CH2:11][CH3:12])[CH2:14][CH2:15][C:16]1[CH:21]=[CH:20][C:19]([CH2:22][OH:23])=[CH:18][CH:17]=1)([CH3:30])([CH3:29])[CH3:28]. The yield is 0.890. (5) The reactants are [SH:1][C:2]1[N:10]=[CH:9][CH:8]=[CH:7][C:3]=1[C:4]([OH:6])=[O:5].I[CH2:12][CH2:13][CH3:14]. No catalyst specified. The product is [CH2:12]([S:1][C:2]1[N:10]=[CH:9][CH:8]=[CH:7][C:3]=1[C:4]([OH:6])=[O:5])[CH2:13][CH3:14]. The yield is 0.960.